From a dataset of Forward reaction prediction with 1.9M reactions from USPTO patents (1976-2016). Predict the product of the given reaction. (1) Given the reactants [F:1][C:2]1[C:3]([C:27]([OH:29])=O)=[CH:4][C:5]2[N:9]=[C:8]([NH:10][C:11]3[S:12][C:13]4[CH:19]=[C:18]([O:20][C:21]([F:24])([F:23])[F:22])[CH:17]=[CH:16][C:14]=4[N:15]=3)[N:7]([CH3:25])[C:6]=2[CH:26]=1.[NH2:30][CH2:31][CH:32]([OH:34])[CH3:33].CN(C(ON1N=NC2C=CC=CC1=2)=[N+](C)C)C.F[P-](F)(F)(F)(F)F.CCN(C(C)C)C(C)C, predict the reaction product. The product is: [OH:34][CH:32]([CH3:33])[CH2:31][NH:30][C:27]([C:3]1[C:2]([F:1])=[CH:26][C:6]2[N:7]([CH3:25])[C:8]([NH:10][C:11]3[S:12][C:13]4[CH:19]=[C:18]([O:20][C:21]([F:24])([F:23])[F:22])[CH:17]=[CH:16][C:14]=4[N:15]=3)=[N:9][C:5]=2[CH:4]=1)=[O:29]. (2) The product is: [NH2:1][C:2]1[CH:7]=[C:6]([CH2:8][CH2:9][C:10]([OH:12])=[O:11])[CH:5]=[CH:4][C:3]=1[C:14]1[CH:19]=[CH:18][CH:17]=[C:16]([N:20]([CH3:29])[C:21]([NH:23][CH2:24][CH2:25][CH2:26][CH2:27][CH3:28])=[O:22])[CH:15]=1. Given the reactants [NH2:1][C:2]1[CH:7]=[C:6]([CH2:8][CH2:9][C:10]([O:12]C)=[O:11])[CH:5]=[CH:4][C:3]=1[C:14]1[CH:19]=[CH:18][CH:17]=[C:16]([N:20]([CH3:29])[C:21]([NH:23][CH2:24][CH2:25][CH2:26][CH2:27][CH3:28])=[O:22])[CH:15]=1.[OH-].[Li+], predict the reaction product. (3) Given the reactants CCN(C(C)C)C(C)C.Cl.Cl.[CH3:12][C@H:13]1[C:21]2[C:20]([N:22]3[CH2:27][CH2:26][NH:25][CH2:24][CH2:23]3)=[N:19][CH:18]=[N:17][C:16]=2[C:15]([CH3:29])([OH:28])[CH2:14]1.[C:30]([O:34][C:35]([N:37]([CH:50]([CH3:52])[CH3:51])[CH2:38][CH:39]([C:43]1[CH:48]=[CH:47][C:46]([Cl:49])=[CH:45][CH:44]=1)[C:40](O)=[O:41])=[O:36])([CH3:33])([CH3:32])[CH3:31].F[P-](F)(F)(F)(F)F.N1(OC(N(C)C)=[N+](C)C)C2C=CC=CC=2N=N1, predict the reaction product. The product is: [Cl:49][C:46]1[CH:47]=[CH:48][C:43]([CH:39]([C:40]([N:25]2[CH2:24][CH2:23][N:22]([C:20]3[C:21]4[C@H:13]([CH3:12])[CH2:14][C:15]([OH:28])([CH3:29])[C:16]=4[N:17]=[CH:18][N:19]=3)[CH2:27][CH2:26]2)=[O:41])[CH2:38][N:37]([CH:50]([CH3:51])[CH3:52])[C:35](=[O:36])[O:34][C:30]([CH3:32])([CH3:31])[CH3:33])=[CH:44][CH:45]=1. (4) The product is: [CH2:1]([C:3]([C:6]1[C:14]2[C:9](=[C:10]([NH:15][S:16]([CH3:19])(=[O:17])=[O:18])[CH:11]=[CH:12][CH:13]=2)[NH:8][CH:7]=1)([C:20]1[CH:21]=[CH:22][C:23]2[O:29][C:27]([CH3:28])=[N:26][C:24]=2[CH:25]=1)[CH2:4][CH3:5])[CH3:2]. Given the reactants [CH2:1]([C:3]([C:20]1[CH:21]=[CH:22][C:23](O)=[C:24]([NH:26][C:27](=[O:29])[CH3:28])[CH:25]=1)([C:6]1[C:14]2[C:9](=[C:10]([NH:15][S:16]([CH3:19])(=[O:18])=[O:17])[CH:11]=[CH:12][CH:13]=2)[NH:8][CH:7]=1)[CH2:4][CH3:5])[CH3:2], predict the reaction product.